Dataset: Full USPTO retrosynthesis dataset with 1.9M reactions from patents (1976-2016). Task: Predict the reactants needed to synthesize the given product. (1) Given the product [CH3:1][O:2][C:3](=[O:26])[CH2:4][C:5]1[C:14]([CH3:15])=[C:13]([C:28]2[CH:29]=[CH:30][C:31]([S:34][C:35]3[CH:40]=[CH:39][CH:38]=[CH:37][C:36]=3[Cl:41])=[CH:32][CH:33]=2)[C:12]2[C:7](=[CH:8][CH:9]=[C:10]([F:25])[CH:11]=2)[CH:6]=1, predict the reactants needed to synthesize it. The reactants are: [CH3:1][O:2][C:3](=[O:26])[CH2:4][C:5]1[C:14]([CH3:15])=[C:13](B2OC(C)(C)C(C)(C)O2)[C:12]2[C:7](=[CH:8][CH:9]=[C:10]([F:25])[CH:11]=2)[CH:6]=1.Br[C:28]1[CH:33]=[CH:32][C:31]([S:34][C:35]2[CH:40]=[CH:39][CH:38]=[CH:37][C:36]=2[Cl:41])=[CH:30][CH:29]=1.C(=O)(O)[O-].[Na+].O. (2) Given the product [Cl:1][C:2]1[CH:3]=[CH:4][C:5]([F:15])=[C:6]([C:8]2[O:12][N:11]=[C:10]([CH:13]([OH:14])[CH3:16])[CH:9]=2)[CH:7]=1, predict the reactants needed to synthesize it. The reactants are: [Cl:1][C:2]1[CH:3]=[CH:4][C:5]([F:15])=[C:6]([C:8]2[O:12][N:11]=[C:10]([CH:13]=[O:14])[CH:9]=2)[CH:7]=1.[CH3:16][Mg]I.